This data is from Full USPTO retrosynthesis dataset with 1.9M reactions from patents (1976-2016). The task is: Predict the reactants needed to synthesize the given product. (1) Given the product [F:1][C:2]([F:13])([F:14])[C:3]1[CH:8]=[C:7]([C:23]2[CH:24]=[CH:25][CH:26]=[CH:27][CH:28]=2)[CH:6]=[C:5]([C:9]([F:10])([F:11])[F:12])[CH:4]=1, predict the reactants needed to synthesize it. The reactants are: [F:1][C:2]([F:14])([F:13])[C:3]1[CH:8]=[CH:7][CH:6]=[C:5]([C:9]([F:12])([F:11])[F:10])[CH:4]=1.CCN(CCO[C:23]1[CH:24]=[CH:25][C:26](C[C:23]2[CH:28]=[CH:27][CH:26]=[CH:25][CH:24]=2)=[CH:27][CH:28]=1)CC.Cl.IC1C=CC=CC=1. (2) Given the product [CH2:1]([O:8][C:9]1[CH:10]=[C:11]([CH:16]=[C:17]([O:19][CH3:20])[CH:18]=1)[C:12]([O:14][CH3:15])=[O:13])[C:2]1[CH:3]=[CH:4][CH:5]=[CH:6][CH:7]=1, predict the reactants needed to synthesize it. The reactants are: [CH2:1]([O:8][C:9]1[CH:10]=[C:11]([CH:16]=[C:17]([OH:19])[CH:18]=1)[C:12]([O:14][CH3:15])=[O:13])[C:2]1[CH:7]=[CH:6][CH:5]=[CH:4][CH:3]=1.[C:20](=O)([O-])[O-].[K+].[K+].IC. (3) The reactants are: [O:1]=[C:2]1[CH:6]=[C:5]([C@H:7]2[CH2:12][CH2:11][N:10]([C:13]([O:15][CH3:16])=[O:14])[C@@H:9]([CH2:17][C:18]3[CH:23]=[C:22]([F:24])[C:21]([F:25])=[C:20]([F:26])[CH:19]=3)[CH2:8]2)[O:4][NH:3]1.CCCCCCC.CCO. Given the product [O:1]=[C:2]1[CH:6]=[C:5]([C@H:7]2[CH2:12][CH2:11][N:10]([C:13]([O:15][CH3:16])=[O:14])[C@@H:9]([CH2:17][C:18]3[CH:19]=[C:20]([F:26])[C:21]([F:25])=[C:22]([F:24])[CH:23]=3)[CH2:8]2)[O:4][NH:3]1.[O:1]=[C:2]1[CH:6]=[C:5]([C@@H:7]2[CH2:12][CH2:11][N:10]([C:13]([O:15][CH3:16])=[O:14])[C@H:9]([CH2:17][C:18]3[CH:19]=[C:20]([F:26])[C:21]([F:25])=[C:22]([F:24])[CH:23]=3)[CH2:8]2)[O:4][NH:3]1, predict the reactants needed to synthesize it.